Predict the reactants needed to synthesize the given product. From a dataset of Full USPTO retrosynthesis dataset with 1.9M reactions from patents (1976-2016). (1) Given the product [Cl:11][C:12]1[CH:27]=[C:26]([CH:25]=[C:14]([O:15][C:16]2[C:17](=[O:18])[NH:7][CH:5]=[N:6][C:22]=2[CH3:23])[CH:13]=1)[C:28]#[N:29], predict the reactants needed to synthesize it. The reactants are: C(O)(=O)C.[CH:5]([NH2:7])=[NH:6].CO[Na].[Cl:11][C:12]1[CH:13]=[C:14]([CH:25]=[C:26]([C:28]#[N:29])[CH:27]=1)[O:15][CH:16]([C:22](=O)[CH3:23])[C:17](OCC)=[O:18]. (2) Given the product [NH2:9][C:10]1[N:15]=[C:14]([C:16]2[N:20]([CH2:21][O:22][CH2:23][CH2:24][Si:25]([CH3:27])([CH3:26])[CH3:28])[C:19]([C:29]3[CH:34]=[C:33]([Cl:35])[CH:32]=[CH:31][C:30]=3[CH3:36])=[C:18]([C:37]([NH2:39])=[O:38])[CH:17]=2)[C:13]([I:1])=[CH:12][N:11]=1, predict the reactants needed to synthesize it. The reactants are: [I:1]N1C(=O)CCC1=O.[NH2:9][C:10]1[N:15]=[C:14]([C:16]2[N:20]([CH2:21][O:22][CH2:23][CH2:24][Si:25]([CH3:28])([CH3:27])[CH3:26])[C:19]([C:29]3[CH:34]=[C:33]([Cl:35])[CH:32]=[CH:31][C:30]=3[CH3:36])=[C:18]([C:37]([NH2:39])=[O:38])[CH:17]=2)[CH:13]=[CH:12][N:11]=1. (3) Given the product [C:1]([O:5][C:6]([N:8]1[CH2:13][CH2:12][CH:11]([CH:25]([C:26]([O:28][CH2:29][CH3:30])=[O:27])[C:24]([O:32][CH2:33][CH3:34])=[O:31])[CH2:10][CH2:9]1)=[O:7])([CH3:4])([CH3:2])[CH3:3], predict the reactants needed to synthesize it. The reactants are: [C:1]([O:5][C:6]([N:8]1[CH2:13][CH2:12][CH:11](C2C=CC=CC=2S([O-])(=O)=O)[CH2:10][CH2:9]1)=[O:7])([CH3:4])([CH3:3])[CH3:2].[C:24]([O:32][CH2:33][CH3:34])(=[O:31])[CH2:25][C:26]([O:28][CH2:29][CH3:30])=[O:27].[O-]CC.[Na+].CCO. (4) Given the product [OH:12][C:2]1([CH3:1])[CH2:11][CH2:10][C:5](=[O:6])[CH2:4][CH2:3]1, predict the reactants needed to synthesize it. The reactants are: [CH3:1][C:2]1([OH:12])[CH2:11][CH2:10][C:5]2(OCC[O:6]2)[CH2:4][CH2:3]1.Cl. (5) Given the product [Cl:20][C:21]1[N:22]=[CH:23][C:24]([CH2:27][N:3]2[C:2]([CH3:1])=[CH:7][C:6](=[O:8])[N:5]3[N:9]=[C:10]([S:12][CH3:13])[CH:11]=[C:4]23)=[CH:25][CH:26]=1, predict the reactants needed to synthesize it. The reactants are: [CH3:1][C:2]1[CH:7]=[C:6]([OH:8])[N:5]2[N:9]=[C:10]([S:12][CH3:13])[CH:11]=[C:4]2[N:3]=1.C(=O)([O-])[O-].[K+].[K+].[Cl:20][C:21]1[CH:26]=[CH:25][C:24]([CH2:27]Cl)=[CH:23][N:22]=1.O. (6) Given the product [NH2:1][C:2]1[CH:9]=[CH:8][C:5]([CH:6]=[O:7])=[CH:4][C:3]=1[Br:23], predict the reactants needed to synthesize it. The reactants are: [NH2:1][C:2]1[CH:9]=[CH:8][C:5]([CH:6]=[O:7])=[CH:4][CH:3]=1.O.O.C1(C)C=CC(S(O)(=O)=O)=CC=1.[Br:23]N1C(=O)CCC1=O. (7) Given the product [C:19]([O:18][C:16]([NH:1][C:2]1[N:3]=[CH:4][C:5]2[CH:6]=[CH:7][CH:8]=[C:9]([C:12]([O:14][CH3:15])=[O:13])[C:10]=2[CH:11]=1)=[O:17])([CH3:22])([CH3:21])[CH3:20], predict the reactants needed to synthesize it. The reactants are: [NH2:1][C:2]1[N:3]=[CH:4][C:5]2[CH:6]=[CH:7][CH:8]=[C:9]([C:12]([O:14][CH3:15])=[O:13])[C:10]=2[CH:11]=1.[C:16](O[C:16]([O:18][C:19]([CH3:22])([CH3:21])[CH3:20])=[O:17])([O:18][C:19]([CH3:22])([CH3:21])[CH3:20])=[O:17]. (8) Given the product [ClH:1].[F:8][C:5]([F:6])([F:7])[C:4]([C:10]1[CH:15]=[CH:14][C:13]([N:16]2[CH2:21][CH2:20][N:19]([S:22]([C:25]3[S:26][CH:27]=[CH:28][CH:29]=3)(=[O:23])=[O:24])[CH2:18][C@@H:17]2[CH2:30][C:31]2[CH:32]=[CH:33][C:34]([CH3:37])=[CH:35][CH:36]=2)=[CH:12][CH:11]=1)([OH:9])[C:3]([F:39])([F:38])[F:2], predict the reactants needed to synthesize it. The reactants are: [ClH:1].[F:2][C:3]([F:39])([F:38])[C:4]([C:10]1[CH:15]=[CH:14][C:13]([N:16]2[CH2:21][CH2:20][N:19]([S:22]([C:25]3[S:26][CH:27]=[CH:28][CH:29]=3)(=[O:24])=[O:23])[CH2:18][C@H:17]2[CH2:30][C:31]2[CH:36]=[CH:35][C:34]([CH3:37])=[CH:33][CH:32]=2)=[CH:12][CH:11]=1)([OH:9])[C:5]([F:8])([F:7])[F:6].C1N=C(N)C2N=CN([C@@H]3O[C@H](COP(OP(OC[C@H]4O[C@@H](N5C=C(C(N)=O)CC=C5)[C@H](O)[C@@H]4O)(O)=O)(O)=O)[C@@H](O)[C@H]3OP(O)(O)=O)C=2N=1.